This data is from Reaction yield outcomes from USPTO patents with 853,638 reactions. The task is: Predict the reaction yield, written as a fraction of the theoretical maximum amount of product (1.0 means a 100% yield; for example, 0.34 means a 34% yield). (1) The reactants are C([O:3][C:4]([C:6]1[CH:7]=[N:8][NH:9][C:10]=1[CH3:11])=[O:5])C.[OH-].[Na+]. The catalyst is CCO. The product is [CH3:11][C:10]1[NH:9][N:8]=[CH:7][C:6]=1[C:4]([OH:5])=[O:3]. The yield is 0.740. (2) The catalyst is C(Cl)Cl.CN(C1C=CN=CC=1)C.CCOC(C)=O. The yield is 0.880. The reactants are [CH3:1][C:2]1([CH3:16])[CH2:11][CH2:10][C:9]2[C:4](=[CH:5][CH:6]=[C:7]([S:12](Cl)(=[O:14])=[O:13])[CH:8]=2)[O:3]1.[NH2:17][CH2:18][C:19]([O:21][C:22]([CH3:25])([CH3:24])[CH3:23])=[O:20]. The product is [CH3:1][C:2]1([CH3:16])[CH2:11][CH2:10][C:9]2[C:4](=[CH:5][CH:6]=[C:7]([S:12]([NH:17][CH2:18][C:19]([O:21][C:22]([CH3:25])([CH3:24])[CH3:23])=[O:20])(=[O:14])=[O:13])[CH:8]=2)[O:3]1. (3) The reactants are [CH2:1]([C:5]1[N:10]=[C:9]([CH3:11])[N:8]([C:12]2[CH:17]=[CH:16][C:15]([OH:18])=[CH:14][CH:13]=2)[C:7](=[O:19])[C:6]=1[CH2:20][C:21]1[CH:26]=[CH:25][C:24]([C:27]2[CH:32]=[CH:31][CH:30]=[CH:29][C:28]=2[C:33]2[NH:37][C:36](=[O:38])[O:35][N:34]=2)=[CH:23][CH:22]=1)[CH2:2][CH2:3][CH3:4].[CH3:39][CH:40]1[CH2:45][CH:44](O)[CH2:43][CH2:42][O:41]1.C1(P(C2C=CC=CC=2)C2C=CC=CC=2)C=CC=CC=1.N(C(OC(C)C)=O)=NC(OC(C)C)=O. The catalyst is O1CCCC1.O. The product is [CH2:1]([C:5]1[N:10]=[C:9]([CH3:11])[N:8]([C:12]2[CH:17]=[CH:16][C:15]([O:18][CH:44]3[CH2:43][CH2:42][O:41][CH:40]([CH3:39])[CH2:45]3)=[CH:14][CH:13]=2)[C:7](=[O:19])[C:6]=1[CH2:20][C:21]1[CH:26]=[CH:25][C:24]([C:27]2[CH:32]=[CH:31][CH:30]=[CH:29][C:28]=2[C:33]2[NH:37][C:36](=[O:38])[O:35][N:34]=2)=[CH:23][CH:22]=1)[CH2:2][CH2:3][CH3:4]. The yield is 0.530. (4) The yield is 0.630. The product is [NH2:1][C:2]1[N:6]([C:7]2[CH:8]=[C:9]([CH:16]=[CH:17][C:18]=2[CH3:19])[C:10]([NH:12][CH:13]2[CH2:15][CH2:14]2)=[O:11])[CH:5]=[N:4][C:3]=1[C:20](=[O:28])[C:21]1[CH:26]=[CH:25][CH:24]=[C:23]([C:35]2[CH:34]=[N:4][CH:3]=[CH:2][N:1]=2)[CH:22]=1. The reactants are [NH2:1][C:2]1[N:6]([C:7]2[CH:8]=[C:9]([CH:16]=[CH:17][C:18]=2[CH3:19])[C:10]([NH:12][CH:13]2[CH2:15][CH2:14]2)=[O:11])[CH:5]=[N:4][C:3]=1[C:20](=[O:28])[C:21]1[CH:26]=[CH:25][CH:24]=[C:23](Br)[CH:22]=1.O.O1[CH2:35][CH2:34]OCC1. The catalyst is C1C=CC([P]([Pd]([P](C2C=CC=CC=2)(C2C=CC=CC=2)C2C=CC=CC=2)([P](C2C=CC=CC=2)(C2C=CC=CC=2)C2C=CC=CC=2)[P](C2C=CC=CC=2)(C2C=CC=CC=2)C2C=CC=CC=2)(C2C=CC=CC=2)C2C=CC=CC=2)=CC=1. (5) The reactants are [Br:1][C:2]1[CH:3]=[C:4]2[C:9](=[CH:10][CH:11]=1)[O:8][C:7](=[O:12])[CH2:6][CH:5]2[C:13]1[CH:18]=[CH:17][CH:16]=[CH:15][CH:14]=1.[C:19](=O)([O-])[O-:20].[K+].[K+].[I-].[Na+].[CH2:27](Cl)[C:28]1[CH:33]=[CH:32][CH:31]=[CH:30][CH:29]=1. The catalyst is CO.CC(C)=O. The product is [CH2:27]([O:8][C:9]1[CH:10]=[CH:11][C:2]([Br:1])=[CH:3][C:4]=1[CH:5]([C:13]1[CH:18]=[CH:17][CH:16]=[CH:15][CH:14]=1)[CH2:6][C:7]([O:20][CH3:19])=[O:12])[C:28]1[CH:33]=[CH:32][CH:31]=[CH:30][CH:29]=1. The yield is 0.885. (6) The reactants are [CH3:1][O:2][C:3]1[C:14]2=[C:15]3[N:10]([CH2:11][CH2:12][CH2:13]2)[CH2:9][CH2:8][CH2:7][C:6]3=[CH:5][C:4]=1[CH:16]=[CH:17][C:18]1[S:22][C:21]([CH:23]=O)=[CH:20][CH:19]=1.[C:25]([C:27]1[C:28](=[C:35]([C:38]#[N:39])[C:36]#[N:37])[O:29][C:30]([CH3:34])([CH3:33])[C:31]=1[CH3:32])#[N:26].C([O-])(=O)C.[NH4+]. The catalyst is C(O)C.O1CCCC1. The product is [C:25]([C:27]1[C:28](=[C:35]([C:36]#[N:37])[C:38]#[N:39])[O:29][C:30]([CH3:33])([CH3:34])[C:31]=1[CH:32]=[CH:23][C:21]1[S:22][C:18]([CH:17]=[CH:16][C:4]2[CH:5]=[C:6]3[C:15]4[N:10]([CH2:9][CH2:8][CH2:7]3)[CH2:11][CH2:12][CH2:13][C:14]=4[C:3]=2[O:2][CH3:1])=[CH:19][CH:20]=1)#[N:26]. The yield is 0.620. (7) The reactants are Br[C:2]1[C:3]([O:12][CH3:13])=[C:4]2[C:8]([N:9](Br)[CH:10]=1)=[N:7][CH:6]=[CH:5]2.NN. The catalyst is CCO.[Pd]. The product is [CH3:13][O:12][C:3]1[CH:2]=[CH:10][N:9]=[C:8]2[C:4]=1[CH:5]=[CH:6][NH:7]2. The yield is 0.880.